This data is from Reaction yield outcomes from USPTO patents with 853,638 reactions. The task is: Predict the reaction yield, written as a fraction of the theoretical maximum amount of product (1.0 means a 100% yield; for example, 0.34 means a 34% yield). (1) The reactants are C(O[C:4]([N:6]=[C:7]=[S:8])=[O:5])C.[N:9]1[CH:14]=[CH:13][CH:12]=[CH:11][C:10]=1[CH2:15][O:16][CH:17]([CH3:28])[CH2:18][NH:19][C:20]1[N:21]=[CH:22][NH:23][C:24]=1C(N)=O.CO. The catalyst is ClCCl. The product is [N:9]1[CH:14]=[CH:13][CH:12]=[CH:11][C:10]=1[CH2:15][O:16][CH:17]([CH3:28])[CH2:18][N:19]1[C:20]2[N:21]=[CH:22][NH:23][C:24]=2[C:4](=[O:5])[NH:6][C:7]1=[S:8]. The yield is 0.0900. (2) The reactants are [F:1][C:2]([F:22])([F:21])[CH2:3][O:4][C:5]1[C:10]([N+:11]([O-])=O)=[C:9]([O:14][CH2:15][C:16]([F:19])([F:18])[F:17])[CH:8]=[C:7]([CH3:20])[N:6]=1.S(S([O-])=O)([O-])=O.[Na+].[Na+].S(=O)(=O)(O)O.N. The catalyst is C(O)(C)C.O. The product is [NH2:11][C:10]1[C:5]([O:4][CH2:3][C:2]([F:22])([F:1])[F:21])=[N:6][C:7]([CH3:20])=[CH:8][C:9]=1[O:14][CH2:15][C:16]([F:18])([F:19])[F:17]. The yield is 0.800. (3) The yield is 0.200. The reactants are Br[C:2]1[CH:11]=[N:10][CH:9]=[CH:8][C:3]=1[C:4]([O:6][CH3:7])=[O:5].[CH:12]1([CH:17]2[CH2:22]C(=O)[CH2:20][CH2:19][O:18]2)[CH2:16][CH2:15][CH2:14][CH2:13]1.CC1(C)C2C(=C(P(C3C=CC=CC=3)C3C=CC=CC=3)C=CC=2)OC2C(P(C3C=CC=CC=3)C3C=CC=CC=3)=CC=CC1=2.C([O-])([O-])=O.[Cs+].[Cs+]. The catalyst is C1C=CC(/C=C/C(/C=C/C2C=CC=CC=2)=O)=CC=1.C1C=CC(/C=C/C(/C=C/C2C=CC=CC=2)=O)=CC=1.C1C=CC(/C=C/C(/C=C/C2C=CC=CC=2)=O)=CC=1.[Pd].[Pd].C1(C)C=CC=CC=1. The product is [CH:12]1([CH:17]2[CH2:22][C:7]3[O:6][C:4](=[O:5])[C:3]4[CH:8]=[CH:9][N:10]=[CH:11][C:2]=4[C:20]=3[CH2:19][O:18]2)[CH2:16][CH2:15][CH2:14][CH2:13]1. (4) The yield is 0.460. The catalyst is C1(C)C=CC=CC=1.C(Cl)Cl.[Ag]OC#N. The reactants are FC1C=CC(CC(Cl)=O)=CC=1.[F:12][C:13]1[CH:18]=[CH:17][C:16]([CH2:19][C:20]([N:22]=[C:23]=[O:24])=[O:21])=[CH:15][CH:14]=1.[F:25][C:26]1[CH:27]=[C:28]([NH2:39])[CH:29]=[CH:30][C:31]=1[O:32][C:33]1[CH:38]=[CH:37][N:36]=[CH:35][CH:34]=1. The product is [F:25][C:26]1[CH:27]=[C:28]([NH:39][C:23]([NH:22][C:20](=[O:21])[CH2:19][C:16]2[CH:15]=[CH:14][C:13]([F:12])=[CH:18][CH:17]=2)=[O:24])[CH:29]=[CH:30][C:31]=1[O:32][C:33]1[CH:34]=[CH:35][N:36]=[CH:37][CH:38]=1. (5) The reactants are [CH2:1]([O:8][C:9]1[CH:17]=[C:16]2[C:12]([CH2:13][N:14]([CH2:19][C@H:20]3[CH2:25][CH2:24][C@H:23]([CH:26]=[O:27])[CH2:22][CH2:21]3)[C:15]2=[O:18])=[CH:11][C:10]=1[F:28])[C:2]1[CH:7]=[CH:6][CH:5]=[CH:4][CH:3]=1.[CH3:29][Mg]Br. The catalyst is C1COCC1. The product is [CH2:1]([O:8][C:9]1[CH:17]=[C:16]2[C:12]([CH2:13][N:14]([CH2:19][C@H:20]3[CH2:25][CH2:24][C@H:23]([CH:26]([OH:27])[CH3:29])[CH2:22][CH2:21]3)[C:15]2=[O:18])=[CH:11][C:10]=1[F:28])[C:2]1[CH:3]=[CH:4][CH:5]=[CH:6][CH:7]=1. The yield is 0.840. (6) The reactants are [Br:1][C:2]1[CH:10]=[C:6]([C:7]([OH:9])=O)[C:5]([OH:11])=[CH:4][CH:3]=1.[Cl:12][C:13]1[CH:14]=[C:15]([CH:17]=[C:18]([Cl:20])[CH:19]=1)[NH2:16]. No catalyst specified. The product is [Br:1][C:2]1[CH:3]=[CH:4][C:5]([OH:11])=[C:6]([CH:10]=1)[C:7]([NH:16][C:15]1[CH:14]=[C:13]([Cl:12])[CH:19]=[C:18]([Cl:20])[CH:17]=1)=[O:9]. The yield is 0.616.